From a dataset of Forward reaction prediction with 1.9M reactions from USPTO patents (1976-2016). Predict the product of the given reaction. (1) Given the reactants [F:1][C:2]1[CH:7]=[CH:6][CH:5]=[CH:4][C:3]=1[S:8]([C:11]([F:14])([F:13])[F:12])(=[O:10])=[O:9].[Cl:15][S:16](O)(=[O:18])=[O:17].S(Cl)(Cl)=O.C(OC(C)C)(=O)C, predict the reaction product. The product is: [F:1][C:2]1[CH:7]=[CH:6][C:5]([S:16]([Cl:15])(=[O:18])=[O:17])=[CH:4][C:3]=1[S:8]([C:11]([F:12])([F:13])[F:14])(=[O:9])=[O:10]. (2) Given the reactants C(Cl)(=O)C(Cl)=O.CS(C)=O.[CH:11]([N:24]1[CH2:27][CH:26]([OH:28])[CH2:25]1)([C:18]1[CH:23]=[CH:22][CH:21]=[CH:20][CH:19]=1)[C:12]1[CH:17]=[CH:16][CH:15]=[CH:14][CH:13]=1.C(N(CC)CC)C, predict the reaction product. The product is: [CH:11]([N:24]1[CH2:27][C:26](=[O:28])[CH2:25]1)([C:18]1[CH:23]=[CH:22][CH:21]=[CH:20][CH:19]=1)[C:12]1[CH:13]=[CH:14][CH:15]=[CH:16][CH:17]=1.